This data is from Experimentally validated miRNA-target interactions with 360,000+ pairs, plus equal number of negative samples. The task is: Binary Classification. Given a miRNA mature sequence and a target amino acid sequence, predict their likelihood of interaction. (1) The miRNA is hsa-miR-875-3p with sequence CCUGGAAACACUGAGGUUGUG. The protein sequence of the target gene is MLQQDSNDDTEDVSLFDAEEETTNRPRKAKIRHPVASFFHLFFRVSAIIVCLLCELLSSSFITCMVTIILLLSCDFWAVKNVTGRLMVGLRWWNHIDEDGKSHWVFESRKESSQENKTVSEAESRIFWLGLIACSVLWVIFAFSALFSFTVKWLRRSRHIAQTGLKVLGSRDPPASAFQSAGITGVSRCPGHPSRKFHQVDINSFTRITDRALYWKPAPRLSSPPLRAAPGNCQQMAPARLFLSLRLWAWRGGGESPNSRGTGEPGPKFHLASGMH. Result: 1 (interaction). (2) The miRNA is hsa-miR-592 with sequence UUGUGUCAAUAUGCGAUGAUGU. The protein sequence of the target gene is MALGLQRARSTTELRKEKSRDAARSRRSQETEVLYQLAHTLPFARGVSAHLDKASIMRLTISYLRMHRLCAAGEWNQVGAGGEPLDACYLKALEGFVMVLTAEGDMAYLSENVSKHLGLSQLELIGHSIFDFIHPCDQEELQDALTPQQTLSRRKVEAPTERCFSLRMKSTLTSRGRTLNLKAATWKVLNCSGHMRAYKPPAQTSPAGSPDSEPPLQCLVLICEAIPHPGSLEPPLGRGAFLSRHSLDMKFTYCDDRIAEVAGYSPDDLIGCSAYEYIHALDSDAVSKSIHTLLSKGQAV.... Result: 0 (no interaction). (3) The miRNA is hsa-miR-23a-3p with sequence AUCACAUUGCCAGGGAUUUCC. The protein sequence of the target gene is MAFAETYPAASSLPNGDCGRPRARPGGNRVTVVLGAQWGDEGKGKVVDLLAQDADIVCRCQGGNNAGHTVVVDSVEYDFHLLPSGIINPNVTAFIGNGVVIHLPGLFEEAEKNVQKGKGLEGWEKRLIISDRAHIVFDFHQAADGIQEQQRQEQAGKNLGTTKKGIGPVYSSKAARSGLRMCDLVSDFDGFSERFKVLANQYKSIYPTLEIDIEGELQKLKGYMEKIKPMVRDGVYFLYEALHGPPKKILVEGANAALLDIDFGTYPFVTSSNCTVGGVCTGLGMPPQNVGEVYGVVKAY.... Result: 0 (no interaction). (4) The miRNA is hsa-miR-1226-3p with sequence UCACCAGCCCUGUGUUCCCUAG. The protein sequence of the target gene is MQRLAMDLRMLSRELSLYLEHQVRVGFFGSGVGLSLILGFSVAYAFYYLSSIAKKPQLVTGGESFSRFLQDHCPVVTETYYPTVWCWEGRGQTLLRPFITSKPPVQYRNELIKTADGGQISLDWFDNDNSTCYMDASTRPTILLLPGLTGTSKESYILHMIHLSEELGYRCVVFNNRGVAGENLLTPRTYCCANTEDLETVIHHVHSLYPSAPFLAAGVSMGGMLLLNYLGKIGSKTPLMAAATFSVGWNTFACSESLEKPLNWLLFNYYLTTCLQSSVNKHRHMFVKQVDMDHVMKAKS.... Result: 0 (no interaction). (5) The miRNA is mmu-miR-23b-5p with sequence GGGUUCCUGGCAUGCUGAUUU. The protein sequence of the target gene is MEVCQELRKPALSLECGHCSFRGTDYENVQLHMGSIHPEFCDDMDAGGLGKLIFYQKSAKLFHCHKCFFTSKLYANVYYHITARHAASDKWSEQPKEQPSKDTESGKSPSPPERQNPAFDPAEARPTPALPMEAQKTSPSLCPESQASGPPVLEPQGAGPLISPEPQAPCLPAEASKAAPVPCPERVDPPCELPELEKPERGPSPESVKSALVSSKPPKHSSFADTGAAPSALSPESPVLATSPEPWGPSLSASPESRKPARTASPEPRKPSPAESPELWKPFPAIASEPRRPTPAVSPG.... Result: 0 (no interaction). (6) The miRNA is hsa-miR-4741 with sequence CGGGCUGUCCGGAGGGGUCGGCU. The protein sequence of the target gene is MNDDGKVNASSEGYFILVGFSNWPHLEVVIFVVVLIFYLMTLIGNLFIIILSYLDSHLHTPMYFFLSNLSFLDLCYTTSSIPQLLVNLWGPEKTISYAGCMIQLYFVLALGTTECVLLVVMSYDRYAAVCRPLHYTVLMHPRFCHLLAVASWVSGFTNSALHSSFTFWVPLCGHRQVDHFFCEVPALLRLSCVDTHVNELTLMITSSIFVLIPLILILTSYGAIVRAVLRMQSTTGLQKVFGTCGAHLMAVSLFFIPAMCIYLQPPSGNSQDQGKFIALFYTVVTPSLNPLIYTLRNKVV.... Result: 0 (no interaction). (7) The miRNA is mmu-miR-1907 with sequence GAGCAGCAGAGGAUCUGGAGGU. The protein sequence of the target gene is MPTQLEMAMDTMIRIFHRYSGKERKRFKLSKGELKLLLQRELTEFLSCQKETQLVDKIVQDLDANKDNEVDFNEFVVMVAALTVACNDYFVEQLKKKGK. Result: 0 (no interaction). (8) The miRNA is hsa-miR-873-3p with sequence GGAGACUGAUGAGUUCCCGGGA. The protein sequence of the target gene is MAIFSVYVVNKAGGLIYQWDSYSPRAEAEKTFSYPLDLLLKLHDERVLVAFGQRDGIRVGHAVLAINGMDVNGKYTADGKEVLEYLGNPANYPVSIRFGRPRLTSNEKLMLASMFHSLFAIGSQLSPEQGSSGIEMLETDTFKLHCFQTLTGIKFVVLADPRQAGIDSLLRKIYEIYSDFALKNPFYSLEMPIRCELFDQNLKLALEVAEKAGTFGPGS. Result: 0 (no interaction). (9) The miRNA is hsa-miR-1207-3p with sequence UCAGCUGGCCCUCAUUUC. The protein sequence of the target gene is MWRVRKRGYFGIWSFPLIIAAVCAQSVNDPSNMSLVKETVDRLLKGYDIRLRPDFGGPPVAVGMNIDIASIDMVSEVNMDYTLTMYFQQAWRDKRLSYNVIPLNLTLDNRVADQLWVPDTYFLNDKKSFVHGVTVKNRMIRLHPDGTVLYGLRITTTAACMMDLRRYPLDEQNCTLEIESYGYTTDDIEFYWRGDDNAVTGVTKIELPQFSIVDYKLITKKVVFSTGSYPRLSLSFKLKRNIGYFILQTYMPSILITILSWVSFWINYDASAARVALGITTVLTMTTINTHLRETLPKIP.... Result: 0 (no interaction).